This data is from Reaction yield outcomes from USPTO patents with 853,638 reactions. The task is: Predict the reaction yield, written as a fraction of the theoretical maximum amount of product (1.0 means a 100% yield; for example, 0.34 means a 34% yield). (1) The reactants are [Br:1][C:2]1[CH:3]=[CH:4][C:5](=[C:8]2[C:13](=[O:14])OC(C)(C)OC2=O)[NH:6][CH:7]=1.[CH2:18]([NH2:25])[C:19]1[CH:24]=[CH:23][CH:22]=[CH:21][CH:20]=1. The catalyst is C1(C)C=CC=CC=1. The product is [CH2:18]([NH:25][C:13](=[O:14])[CH2:8][C:5]1[CH:4]=[CH:3][C:2]([Br:1])=[CH:7][N:6]=1)[C:19]1[CH:24]=[CH:23][CH:22]=[CH:21][CH:20]=1. The yield is 0.960. (2) The reactants are C[O:2][C:3]([C:5]1([C:8]2[CH:13]=[CH:12][C:11]([C:14]3[CH:19]=[CH:18][C:17]([N:20]4[C:24]([NH:25][C:26]([O:28][C@@H:29]([CH2:31][CH3:32])[CH3:30])=[O:27])=[C:23]([CH3:33])[N:22]=[N:21]4)=[CH:16][CH:15]=3)=[CH:10][CH:9]=2)[CH2:7][CH2:6]1)=[O:4].C1COCC1.[Li+].[OH-].Cl. The catalyst is O. The product is [C@H:29]([O:28][C:26]([NH:25][C:24]1[N:20]([C:17]2[CH:18]=[CH:19][C:14]([C:11]3[CH:12]=[CH:13][C:8]([C:5]4([C:3]([OH:4])=[O:2])[CH2:6][CH2:7]4)=[CH:9][CH:10]=3)=[CH:15][CH:16]=2)[N:21]=[N:22][C:23]=1[CH3:33])=[O:27])([CH2:31][CH3:32])[CH3:30]. The yield is 1.12. (3) The reactants are [Br:1][C:2]1[C:3]([F:20])=[C:4]([F:19])[C:5]([NH:11][C:12]2[CH:17]=[CH:16][CH:15]=[CH:14][C:13]=2[F:18])=[C:6]([CH:10]=1)[C:7]([OH:9])=[O:8].S(Cl)(Cl)=O.[CH3:25]O. The product is [Br:1][C:2]1[C:3]([F:20])=[C:4]([F:19])[C:5]([NH:11][C:12]2[CH:17]=[CH:16][CH:15]=[CH:14][C:13]=2[F:18])=[C:6]([CH:10]=1)[C:7]([O:9][CH3:25])=[O:8]. The yield is 0.885. No catalyst specified. (4) The reactants are [CH2:1]([O:8][C:9]1[CH:16]=[CH:15][C:12]([CH:13]=[O:14])=[C:11]([OH:17])[CH:10]=1)[C:2]1[CH:7]=[CH:6][CH:5]=[CH:4][CH:3]=1.[Br:18]N1C(=O)CCC1=O. The catalyst is C(#N)C. The product is [CH2:1]([O:8][C:9]1[C:16]([Br:18])=[CH:15][C:12]([CH:13]=[O:14])=[C:11]([OH:17])[CH:10]=1)[C:2]1[CH:3]=[CH:4][CH:5]=[CH:6][CH:7]=1. The yield is 0.410. (5) The reactants are [CH3:1][C:2]1[N:7]=[C:6]([C:8]2[CH:13]=[CH:12][CH:11]=[C:10]([C:14]3[CH:15]=[C:16]([NH2:20])[CH:17]=[CH:18][CH:19]=3)[N:9]=2)[CH:5]=[C:4]([C:21]2[CH:26]=[CH:25][C:24]([C:27]([F:30])([F:29])[F:28])=[CH:23][CH:22]=2)[CH:3]=1.C(N(CC)CC)C.[N:38]1([S:44](Cl)(=[O:46])=[O:45])[CH2:43][CH2:42][O:41][CH2:40][CH2:39]1. The catalyst is ClCCl. The product is [CH3:1][C:2]1[N:7]=[C:6]([C:8]2[CH:13]=[CH:12][CH:11]=[C:10]([C:14]3[CH:15]=[C:16]([NH:20][S:44]([N:38]4[CH2:43][CH2:42][O:41][CH2:40][CH2:39]4)(=[O:46])=[O:45])[CH:17]=[CH:18][CH:19]=3)[N:9]=2)[CH:5]=[C:4]([C:21]2[CH:26]=[CH:25][C:24]([C:27]([F:28])([F:30])[F:29])=[CH:23][CH:22]=2)[CH:3]=1. The yield is 0.130.